This data is from Reaction yield outcomes from USPTO patents with 853,638 reactions. The task is: Predict the reaction yield, written as a fraction of the theoretical maximum amount of product (1.0 means a 100% yield; for example, 0.34 means a 34% yield). (1) The reactants are [F:1][C:2]1([F:13])[O:6][C:5]2[CH:7]=[C:8]([F:12])[CH:9]=[C:10]([F:11])[C:4]=2[O:3]1.[Li]C(CC)C.[I:19]I.[NH4+].[Cl-]. The catalyst is O1CCCC1. The product is [F:13][C:2]1([F:1])[O:6][C:5]2[CH:7]=[C:8]([F:12])[C:9]([I:19])=[C:10]([F:11])[C:4]=2[O:3]1. The yield is 0.300. (2) The catalyst is O1CCOCC1.O. The yield is 0.580. The product is [ClH:66].[ClH:66].[NH2:16][C:17]([C:24]1[CH:29]=[CH:28][CH:27]=[CH:26][CH:25]=1)([CH2:21][O:22][CH3:23])[C:18]([O:20][C@@H:34]1[CH:35]2[CH2:38][CH2:39][N:32]([CH2:37][CH2:36]2)[CH2:33]1)=[O:19]. The reactants are C(OC(OC(C)(C)C)=O)(OC(C)(C)C)=O.[NH2:16][C:17]([C:24]1[CH:29]=[CH:28][CH:27]=[CH:26][CH:25]=1)([CH2:21][O:22][CH3:23])[C:18]([OH:20])=[O:19].[OH-].[Na+].[N:32]12[CH2:39][CH2:38][CH:35]([CH2:36][CH2:37]1)[C@@H:34](O)[CH2:33]2.OC1C2N=NNC=2C=CC=1.C1(N=C=NC2CCCCC2)CCCCC1.[ClH:66]. (3) The reactants are [NH:1]1[CH:5]=[C:4]([C:6]2[CH:11]=[C:10]([C:12]([NH2:14])=[O:13])[CH:9]=[CH:8][N:7]=2)[N:3]=[CH:2]1.Br[CH2:16][C:17]1[CH:22]=[CH:21][CH:20]=[CH:19][C:18]=1[Cl:23].C([O-])([O-])=O.[K+].[K+]. The catalyst is CN(C=O)C. The product is [Cl:23][C:18]1[CH:19]=[CH:20][CH:21]=[CH:22][C:17]=1[CH2:16][N:1]1[CH:5]=[C:4]([C:6]2[CH:11]=[C:10]([C:12]([NH2:14])=[O:13])[CH:9]=[CH:8][N:7]=2)[N:3]=[CH:2]1. The yield is 0.660. (4) The reactants are [C:1]([O:9][C@@H:10]1[C@H:14]([CH2:15][O:16][C:17](=[O:24])[C:18]2[CH:23]=[CH:22][CH:21]=[CH:20][CH:19]=2)[O:13][C@H:12]([N:25]2[CH:33]=[N:32][C:31]3[C:26]2=[N:27][CH:28]=[N:29][C:30]=3[NH2:34])[C@H:11]1O)(=[O:8])[C:2]1[CH:7]=[CH:6][CH:5]=[CH:4][CH:3]=1.O(C(Cl)=S)C1C=CC=CC=1.[H-].C[Si]([SiH]([Si](C)(C)C)[Si](C)(C)C)(C)C. The catalyst is C(#N)C.CN(C)C1C=CN=CC=1.O1CCOCC1. The product is [C:1]([O:9][C@@H:10]1[C@H:14]([CH2:15][O:16][C:17](=[O:24])[C:18]2[CH:23]=[CH:22][CH:21]=[CH:20][CH:19]=2)[O:13][C@H:12]([N:25]2[CH:33]=[N:32][C:31]3[C:26]2=[N:27][CH:28]=[N:29][C:30]=3[NH2:34])[CH2:11]1)(=[O:8])[C:2]1[CH:3]=[CH:4][CH:5]=[CH:6][CH:7]=1. The yield is 0.960. (5) The reactants are C([O:3][C:4]([CH:6]1[CH2:10][CH:9]=[C:8]([CH3:11])[CH2:7]1)=[O:5])C.[OH-].[Na+]. The catalyst is CO. The product is [CH3:11][C:8]1[CH2:7][CH:6]([C:4]([OH:5])=[O:3])[CH2:10][CH:9]=1. The yield is 0.970. (6) The reactants are Br[CH:2]([C:4]1[O:5][C:6]2[C:11]([C:12](=[O:21])[C:13]=1[C:14]1[CH:19]=[CH:18][CH:17]=[C:16]([F:20])[CH:15]=1)=[CH:10][CH:9]=[CH:8][CH:7]=2)[CH3:3].CS(C)=[O:24]. The yield is 0.640. The catalyst is C(O)CCC. The product is [F:20][C:16]1[CH:15]=[C:14]([C:13]2[C:12](=[O:21])[C:11]3[C:6](=[CH:7][CH:8]=[CH:9][CH:10]=3)[O:5][C:4]=2[CH:2]([OH:24])[CH3:3])[CH:19]=[CH:18][CH:17]=1.